This data is from Full USPTO retrosynthesis dataset with 1.9M reactions from patents (1976-2016). The task is: Predict the reactants needed to synthesize the given product. (1) Given the product [Cl:22][C:20]1[CH:21]=[C:16]([NH:14][C:11]2[CH:10]=[CH:9][C:8]([CH2:7][N:5]3[CH2:6][CH:3]([O:2][CH3:1])[CH2:4]3)=[CH:13][N:12]=2)[C:17](=[O:24])[N:18]([CH3:23])[N:19]=1, predict the reactants needed to synthesize it. The reactants are: [CH3:1][O:2][CH:3]1[CH2:6][N:5]([CH2:7][C:8]2[CH:9]=[CH:10][C:11]([NH2:14])=[N:12][CH:13]=2)[CH2:4]1.Br[C:16]1[C:17](=[O:24])[N:18]([CH3:23])[N:19]=[C:20]([Cl:22])[CH:21]=1.CC1(C)C2C(=C(P(C3C=CC=CC=3)C3C=CC=CC=3)C=CC=2)OC2C(P(C3C=CC=CC=3)C3C=CC=CC=3)=CC=CC1=2.C(=O)([O-])[O-].[Cs+].[Cs+]. (2) Given the product [CH3:12][C:13]1[CH:14]=[C:15]([C:20]2[CH:29]=[CH:28][C:27]3[C:26]4[C:30]5[C:31]([C:36]([CH3:38])([CH3:37])[C:25]=4[CH:24]=[CH:23][C:22]=3[N:21]=2)=[CH:32][CH:33]=[CH:34][CH:35]=5)[CH:16]=[C:17]([CH3:19])[CH:18]=1, predict the reactants needed to synthesize it. The reactants are: CC1C=CC(S(O)(=O)=O)=CC=1.[CH3:12][C:13]1[CH:14]=[C:15]([C:20]2[CH:29]=[CH:28][C:27]3[C:22](=[CH:23][CH:24]=[CH:25][C:26]=3[C:30]3[CH:35]=[CH:34][CH:33]=[CH:32][C:31]=3[C:36]([CH3:38])=[CH2:37])[N:21]=2)[CH:16]=[C:17]([CH3:19])[CH:18]=1.C(=O)([O-])[O-].[K+].[K+]. (3) Given the product [C:26]([C:2]1([N:23]2[CH2:22][CH2:21][CH:20]([C:14]3[CH:19]=[CH:18][CH:17]=[CH:16][CH:15]=3)[CH2:25][CH2:24]2)[CH2:6][CH2:5][N:4]([C:7]([O:9][C:10]([CH3:13])([CH3:12])[CH3:11])=[O:8])[CH2:3]1)#[N:27], predict the reactants needed to synthesize it. The reactants are: O=[C:2]1[CH2:6][CH2:5][N:4]([C:7]([O:9][C:10]([CH3:13])([CH3:12])[CH3:11])=[O:8])[CH2:3]1.[C:14]1([CH:20]2[CH2:25][CH2:24][NH:23][CH2:22][CH2:21]2)[CH:19]=[CH:18][CH:17]=[CH:16][CH:15]=1.[C-:26]#[N:27].C([Al+]CC)C. (4) Given the product [CH3:14][O:13][C:11]1[CH:12]=[C:2]2[C:3]([C:4](=[O:5])[NH:30][CH:27]=[N:1]2)=[CH:9][C:10]=1[O:15][CH2:16][CH2:17][CH2:18][CH2:19][CH2:20][CH2:21][C:22]([O:24][CH2:25][CH3:26])=[O:23], predict the reactants needed to synthesize it. The reactants are: [NH2:1][C:2]1[CH:12]=[C:11]([O:13][CH3:14])[C:10]([O:15][CH2:16][CH2:17][CH2:18][CH2:19][CH2:20][CH2:21][C:22]([O:24][CH2:25][CH3:26])=[O:23])=[CH:9][C:3]=1[C:4](OCC)=[O:5].[CH:27]([O-])=O.[NH4+:30]. (5) Given the product [CH:6]([C:5]1[CH:8]=[CH:9][C:2]([O:1][C:12]([CH3:19])([CH3:18])[C:13]([O:15][CH2:16][CH3:17])=[O:14])=[C:3]([CH3:10])[CH:4]=1)=[O:7], predict the reactants needed to synthesize it. The reactants are: [OH:1][C:2]1[CH:9]=[CH:8][C:5]([CH:6]=[O:7])=[CH:4][C:3]=1[CH3:10].Br[C:12]([CH3:19])([CH3:18])[C:13]([O:15][CH2:16][CH3:17])=[O:14].C(=O)([O-])[O-].[Cs+].[Cs+]. (6) The reactants are: C[Si]([N-][Si](C)(C)C)(C)C.[Na+].O1CCCC1.[CH2:16]([C@@H:23]([CH2:34][OH:35])[C@H:24]([C:26]1[CH:31]=[CH:30][C:29]([Br:32])=[CH:28][C:27]=1F)[OH:25])[C:17]1[CH:22]=[CH:21][CH:20]=[CH:19][CH:18]=1. Given the product [CH2:16]([C@@H:23]1[C@@H:24]([OH:25])[C:26]2[C:31](=[CH:30][C:29]([Br:32])=[CH:28][CH:27]=2)[O:35][CH2:34]1)[C:17]1[CH:22]=[CH:21][CH:20]=[CH:19][CH:18]=1, predict the reactants needed to synthesize it.